This data is from Forward reaction prediction with 1.9M reactions from USPTO patents (1976-2016). The task is: Predict the product of the given reaction. (1) Given the reactants [Br:1][CH2:2][C:3]([C:5]1[C:6](=[O:17])[O:7][C:8]2[C:13]([CH:14]=1)=[CH:12][CH:11]=[C:10]([CH2:15][OH:16])[CH:9]=2)=O.[CH3:18][C:19]1[C:20]([NH2:26])=[N:21][CH:22]=[C:23]([CH3:25])[N:24]=1, predict the reaction product. The product is: [BrH:1].[CH3:25][C:23]1[N:24]=[C:19]([CH3:18])[C:20]2[N:21]([CH:2]=[C:3]([C:5]3[C:6](=[O:17])[O:7][C:8]4[C:13]([CH:14]=3)=[CH:12][CH:11]=[C:10]([CH2:15][OH:16])[CH:9]=4)[N:26]=2)[CH:22]=1. (2) The product is: [CH3:1][C:2]1[CH:6]=[C:5]([C:7]2[CH2:11][C:10]([C:16]3[CH:17]=[C:18]([Cl:24])[C:19]([Cl:23])=[C:20]([Cl:22])[CH:21]=3)([C:12]([F:15])([F:14])[F:13])[O:9][N:8]=2)[O:4][C:3]=1[CH:25]=[O:26]. Given the reactants [CH3:1][C:2]1[CH:6]=[C:5]([C:7]2[CH2:11][C:10]([C:16]3[CH:21]=[C:20]([Cl:22])[C:19]([Cl:23])=[C:18]([Cl:24])[CH:17]=3)([C:12]([F:15])([F:14])[F:13])[O:9][N:8]=2)[O:4][C:3]=1[CH2:25][OH:26], predict the reaction product.